From a dataset of Forward reaction prediction with 1.9M reactions from USPTO patents (1976-2016). Predict the product of the given reaction. (1) Given the reactants [Cl:1][C:2]1[CH:10]=[C:9]2[C:5](/[C:6](=[CH:12]/[CH:13]3[CH2:18][CH2:17][CH2:16][CH2:15][CH2:14]3)/[C:7](=[O:11])[NH:8]2)=[CH:4][CH:3]=1.Cl[C:20]([O:22][CH2:23][CH3:24])=[O:21].C(N(CC)CC)C, predict the reaction product. The product is: [CH2:23]([O:22][C:20]([N:8]1[C:9]2[C:5](=[CH:4][CH:3]=[C:2]([Cl:1])[CH:10]=2)/[C:6](=[CH:12]/[CH:13]2[CH2:14][CH2:15][CH2:16][CH2:17][CH2:18]2)/[C:7]1=[O:11])=[O:21])[CH3:24]. (2) Given the reactants [NH2:1][C@H:2]([C:42]1[CH:47]=[CH:46][CH:45]=[CH:44][CH:43]=1)[CH2:3][N:4]1[C:9](=[O:10])[C:8]2[C:11]3([O:27][CH2:28][C:7]=2[N:6]([CH2:29][C:30]2[C:35]([C:36]([F:39])([F:38])[F:37])=[CH:34][CH:33]=[CH:32][C:31]=2[F:40])[C:5]1=[O:41])[CH2:16][CH2:15][N:14]([CH2:17][C:18]1[O:19][C:20]([C:23]([F:26])([F:25])[F:24])=[CH:21][CH:22]=1)[CH2:13][CH2:12]3.[CH2:48]([O:55][N:56]([CH2:59][CH2:60][CH2:61]Br)[CH:57]=[O:58])[C:49]1[CH:54]=[CH:53][CH:52]=[CH:51][CH:50]=1, predict the reaction product. The product is: [CH2:48]([O:55][N:56]([CH2:59][CH2:60][CH2:61][NH:1][C@H:2]([C:42]1[CH:43]=[CH:44][CH:45]=[CH:46][CH:47]=1)[CH2:3][N:4]1[C:9](=[O:10])[C:8]2[C:11]3([O:27][CH2:28][C:7]=2[N:6]([CH2:29][C:30]2[C:35]([C:36]([F:39])([F:38])[F:37])=[CH:34][CH:33]=[CH:32][C:31]=2[F:40])[C:5]1=[O:41])[CH2:12][CH2:13][N:14]([CH2:17][C:18]1[O:19][C:20]([C:23]([F:24])([F:25])[F:26])=[CH:21][CH:22]=1)[CH2:15][CH2:16]3)[CH:57]=[O:58])[C:49]1[CH:54]=[CH:53][CH:52]=[CH:51][CH:50]=1. (3) The product is: [F:27][C:22]1[CH:21]=[C:20]([CH:18]2[CH2:19][CH:17]2[C:15]([OH:16])=[O:14])[CH:25]=[CH:24][C:23]=1[O:26][CH2:2][C:3]1[CH:8]=[CH:7][CH:6]=[C:5]([S:9][CH:10]([CH3:12])[CH3:11])[N:4]=1. Given the reactants Cl[CH2:2][C:3]1[CH:8]=[CH:7][CH:6]=[C:5]([S:9][CH:10]([CH3:12])[CH3:11])[N:4]=1.C[O:14][C:15]([CH:17]1[CH2:19][CH:18]1[C:20]1[CH:25]=[CH:24][C:23]([OH:26])=[C:22]([F:27])[CH:21]=1)=[O:16], predict the reaction product. (4) Given the reactants [CH2:1]([O:8][C:9]1[C:10](=[O:36])[C:11]([CH2:32][C:33](O)=[O:34])=[CH:12][N:13]([CH2:26][CH:27]([O:30][CH3:31])[O:28][CH3:29])[C:14]=1[C:15](=[O:25])[NH:16][CH2:17][C:18]1[CH:23]=[CH:22][CH:21]=[C:20]([Cl:24])[CH:19]=1)[C:2]1[CH:7]=[CH:6][CH:5]=[CH:4][CH:3]=1.Cl.[CH2:38]([N:40]=C=NCCCN(C)C)C.O.ON1C2C=CC=CC=2N=N1.CN, predict the reaction product. The product is: [Cl:24][C:20]1[CH:19]=[C:18]([CH:23]=[CH:22][CH:21]=1)[CH2:17][NH:16][C:15]([C:14]1[N:13]([CH2:26][CH:27]([O:30][CH3:31])[O:28][CH3:29])[CH:12]=[C:11]([CH2:32][C:33](=[O:34])[NH:40][CH3:38])[C:10](=[O:36])[C:9]=1[O:8][CH2:1][C:2]1[CH:3]=[CH:4][CH:5]=[CH:6][CH:7]=1)=[O:25]. (5) Given the reactants [CH2:1]([O:8][C:9]([C:11]1[CH:20]=[C:19]([O:21][CH2:22][C:23]2[CH:28]=[CH:27][CH:26]=[CH:25][CH:24]=2)[C:18]2[C:13](=[C:14](Br)[CH:15]=[CH:16][CH:17]=2)[N:12]=1)=[O:10])C1C=CC=CC=1.CN1CCNCC1.[NH2:37][C:38]1[CH:43]=[CH:42][CH:41]=[CH:40][N:39]=1, predict the reaction product. The product is: [CH3:1][O:8][C:9]([C:11]1[CH:20]=[C:19]([O:21][CH2:22][C:23]2[CH:24]=[CH:25][CH:26]=[CH:27][CH:28]=2)[C:18]2[C:13](=[C:14]([NH:37][C:38]3[CH:43]=[CH:42][CH:41]=[CH:40][N:39]=3)[CH:15]=[CH:16][CH:17]=2)[N:12]=1)=[O:10].